The task is: Predict the reaction yield, written as a fraction of the theoretical maximum amount of product (1.0 means a 100% yield; for example, 0.34 means a 34% yield).. This data is from Reaction yield outcomes from USPTO patents with 853,638 reactions. (1) The reactants are C([O:3][C:4](=[O:25])[CH:5]([C:12]1[CH:17]=[CH:16][C:15]([S:18]([CH2:21][CH2:22][CH2:23][CH3:24])(=[O:20])=[O:19])=[CH:14][CH:13]=1)[CH2:6][CH:7]1[CH2:11][CH2:10][CH2:9][CH2:8]1)C.[OH-].[Li+].Cl. The catalyst is O1CCCC1.O.CO. The product is [CH2:21]([S:18]([C:15]1[CH:16]=[CH:17][C:12]([CH:5]([CH2:6][CH:7]2[CH2:11][CH2:10][CH2:9][CH2:8]2)[C:4]([OH:25])=[O:3])=[CH:13][CH:14]=1)(=[O:19])=[O:20])[CH2:22][CH2:23][CH3:24]. The yield is 0.684. (2) The reactants are CC1(C)C(C)(C)OB([C:9]2[CH:10]=[C:11]([NH:15][S:16]([C:19]3[CH:24]=[CH:23][CH:22]=[CH:21][CH:20]=3)(=[O:18])=[O:17])[CH:12]=[N:13][CH:14]=2)O1.Br[C:27]1[CH:36]=[C:35]2[C:30]([N:31]=[CH:32][C:33]([N:37]3[CH2:42][CH2:41][N:40]([C:43]4[CH:48]=[CH:47][CH:46]=[CH:45][C:44]=4[O:49][CH3:50])[CH2:39][CH2:38]3)=[N:34]2)=[CH:29][CH:28]=1. The catalyst is O1CCOCC1.C(=O)([O-])[O-].[K+].[K+]. The product is [CH3:50][O:49][C:44]1[CH:45]=[CH:46][CH:47]=[CH:48][C:43]=1[N:40]1[CH2:39][CH2:38][N:37]([C:33]2[CH:32]=[N:31][C:30]3[C:35]([N:34]=2)=[CH:36][C:27]([C:9]2[CH:10]=[C:11]([NH:15][S:16]([C:19]4[CH:20]=[CH:21][CH:22]=[CH:23][CH:24]=4)(=[O:17])=[O:18])[CH:12]=[N:13][CH:14]=2)=[CH:28][CH:29]=3)[CH2:42][CH2:41]1. The yield is 0.480. (3) The yield is 0.520. No catalyst specified. The product is [Br:34][C:17]1[CH:16]=[C:15]([CH:20]=[C:19]([C:21]2[C:22](=[O:33])[N:23]([CH3:32])[C:24]([CH3:31])=[CH:25][C:26]=2[C:27]([F:28])([F:30])[F:29])[CH:18]=1)[O:14][CH2:13][CH2:12][CH2:11][CH2:10][CH2:9][CH2:8][CH:6]([CH3:7])[CH:5]([O:35][C:36]1[CH:41]=[CH:40][CH:39]=[CH:38][C:37]=1[CH2:42][CH2:43][C:44]([OH:46])=[O:45])[C:4]([OH:49])=[O:3]. The reactants are C([O:3][C:4](=[O:49])[CH:5]([O:35][C:36]1[CH:41]=[CH:40][CH:39]=[CH:38][C:37]=1[CH2:42][CH2:43][C:44]([O:46]CC)=[O:45])[CH:6]([CH2:8][CH2:9][CH2:10][CH2:11][CH2:12][CH2:13][O:14][C:15]1[CH:20]=[C:19]([C:21]2[C:22](=[O:33])[N:23]([CH3:32])[C:24]([CH3:31])=[CH:25][C:26]=2[C:27]([F:30])([F:29])[F:28])[CH:18]=[C:17]([Br:34])[CH:16]=1)[CH3:7])C.[OH-].[Na+].